This data is from Forward reaction prediction with 1.9M reactions from USPTO patents (1976-2016). The task is: Predict the product of the given reaction. (1) Given the reactants [C:1]([C:5]1[CH:6]=[C:7]([CH:10]=[C:11]([C:14]([CH3:17])([CH3:16])[CH3:15])[C:12]=1[OH:13])[CH:8]=O)([CH3:4])([CH3:3])[CH3:2].[CH2:18]([S:24]([CH2:27][C:28]#[N:29])(=[O:26])=[O:25])[CH2:19][CH2:20][CH2:21][CH2:22][CH3:23], predict the reaction product. The product is: [C:1]([C:5]1[CH:6]=[C:7]([CH:8]=[C:27]([S:24]([CH2:18][CH2:19][CH2:20][CH2:21][CH2:22][CH3:23])(=[O:26])=[O:25])[C:28]#[N:29])[CH:10]=[C:11]([C:14]([CH3:17])([CH3:16])[CH3:15])[C:12]=1[OH:13])([CH3:4])([CH3:3])[CH3:2]. (2) Given the reactants F[C:2]1[CH:9]=[C:8]([O:10][CH3:11])[CH:7]=[C:6](F)[C:3]=1[CH:4]=[O:5].[CH2:13](N)[CH2:14]CC.[C:18]1(C)C=CC(S(O)(=O)=O)=C[CH:19]=1.C([Mg]Br)C, predict the reaction product. The product is: [CH2:13]([C:2]1[CH:9]=[C:8]([O:10][CH3:11])[CH:7]=[C:6]([CH2:18][CH3:19])[C:3]=1[CH:4]=[O:5])[CH3:14]. (3) Given the reactants C(=O)([O-])[O-].[K+].[K+].Cl[C:8]1[C:17]2[C:12](=[CH:13][CH:14]=[CH:15][CH:16]=2)[C:11]([Cl:18])=[N:10][N:9]=1.[C:19]([O:23][C:24](=[O:33])[N:25]([CH3:32])[CH:26]1[CH2:31][CH2:30][NH:29][CH2:28][CH2:27]1)([CH3:22])([CH3:21])[CH3:20].O, predict the reaction product. The product is: [Cl:18][C:11]1[C:12]2[C:17](=[CH:16][CH:15]=[CH:14][CH:13]=2)[C:8]([N:29]2[CH2:28][CH2:27][CH:26]([N:25]([CH3:32])[C:24](=[O:33])[O:23][C:19]([CH3:20])([CH3:21])[CH3:22])[CH2:31][CH2:30]2)=[N:9][N:10]=1. (4) Given the reactants [S:1]1[C:5]2[CH:6]=[CH:7][CH:8]=[CH:9][C:4]=2[C:3]([N:10]2[CH2:15][CH2:14][N:13]([CH2:16][CH2:17][C:18]3[CH:23]=[CH:22][CH:21]=[CH:20][C:19]=3N)[CH2:12][CH2:11]2)=[N:2]1.[CH2:25]([N:27](CC)CC)[CH3:26].C(Cl)(=[O:34])C, predict the reaction product. The product is: [S:1]1[C:5]2[CH:6]=[CH:7][CH:8]=[CH:9][C:4]=2[C:3]([N:10]2[CH2:15][CH2:14][N:13]([CH2:16][CH2:17][C:18]3[CH:19]=[CH:20][C:21]([NH:27][C:25](=[O:34])[CH3:26])=[CH:22][CH:23]=3)[CH2:12][CH2:11]2)=[N:2]1. (5) Given the reactants [F:1][C:2]([F:27])([F:26])[C:3]1[CH:4]=[CH:5][C:6]([O:9][C:10]2[CH:11]=[C:12]([CH:16]=[C:17]3[CH2:22][CH2:21][CH:20]([C:23](O)=[O:24])[CH2:19][CH2:18]3)[CH:13]=[CH:14][CH:15]=2)=[N:7][CH:8]=1.C(Cl)(=O)C([Cl:31])=O.[NH2:34][C:35]1[CH:36]=[N:37][CH:38]=[CH:39][CH:40]=1.C(N(CC)CC)C, predict the reaction product. The product is: [ClH:31].[N:37]1[CH:38]=[CH:39][CH:40]=[C:35]([NH:34][C:23]([CH:20]2[CH2:19][CH2:18][C:17](=[CH:16][C:12]3[CH:13]=[CH:14][CH:15]=[C:10]([O:9][C:6]4[CH:5]=[CH:4][C:3]([C:2]([F:27])([F:1])[F:26])=[CH:8][N:7]=4)[CH:11]=3)[CH2:22][CH2:21]2)=[O:24])[CH:36]=1. (6) Given the reactants [Br:1][C:2]1[CH:11]=[C:10]2[C:5]([C:6](Cl)=[C:7]([N+:12]([O-:14])=[O:13])[CH:8]=[N:9]2)=[CH:4][CH:3]=1.C(N(CC)CC)C.[C:23]([O:27][C:28]([CH3:31])([CH3:30])[CH3:29])(=[O:26])[NH:24][NH2:25], predict the reaction product. The product is: [Br:1][C:2]1[CH:11]=[C:10]2[C:5]([C:6]([NH:25][NH:24][C:23]([O:27][C:28]([CH3:31])([CH3:30])[CH3:29])=[O:26])=[C:7]([N+:12]([O-:14])=[O:13])[CH:8]=[N:9]2)=[CH:4][CH:3]=1.